From a dataset of Full USPTO retrosynthesis dataset with 1.9M reactions from patents (1976-2016). Predict the reactants needed to synthesize the given product. (1) Given the product [OH:36][NH:35][C:19](=[O:20])/[CH:18]=[CH:17]/[C:15]1[CH:14]=[CH:13][CH:12]=[C:11](/[CH:10]=[CH:9]/[C:8]([N:5]2[CH2:6][CH2:7][N:2]([CH3:1])[CH2:3][CH2:4]2)=[O:22])[N:16]=1, predict the reactants needed to synthesize it. The reactants are: [CH3:1][N:2]1[CH2:7][CH2:6][N:5]([C:8](=[O:22])/[CH:9]=[CH:10]/[C:11]2[N:16]=[C:15](/[CH:17]=[CH:18]/[C:19](O)=[O:20])[CH:14]=[CH:13][CH:12]=2)[CH2:4][CH2:3]1.C(Cl)CCl.C1C=CC2[N:35]([OH:36])N=NC=2C=1.NOC1CCCCO1. (2) Given the product [Cl:1][C:2]1[CH:7]=[CH:6][C:5]([C:8]2[N:12]([CH2:40][C:41]3[CH:50]=[CH:49][C:44]([C:45]([O:47][CH3:48])=[O:46])=[CH:43][CH:42]=3)[C:11](=[O:13])[N:10]([CH2:14][C:15]([NH:17][C:18]([CH3:30])([C:20]3[CH:25]=[CH:24][CH:23]=[C:22]([C:26]([F:27])([F:28])[F:29])[CH:21]=3)[CH3:19])=[O:16])[N:9]=2)=[CH:4][CH:3]=1, predict the reactants needed to synthesize it. The reactants are: [Cl:1][C:2]1[CH:7]=[CH:6][C:5]([C:8]2[NH:12][C:11](=[O:13])[N:10]([CH2:14][C:15]([NH:17][C:18]([CH3:30])([C:20]3[CH:25]=[CH:24][CH:23]=[C:22]([C:26]([F:29])([F:28])[F:27])[CH:21]=3)[CH3:19])=[O:16])[N:9]=2)=[CH:4][CH:3]=1.C(=O)([O-])[O-].[Cs+].[Cs+].[I-].[Na+].Cl[CH2:40][C:41]1[CH:50]=[CH:49][C:44]([C:45]([O:47][CH3:48])=[O:46])=[CH:43][CH:42]=1. (3) Given the product [C:22]([NH:21][CH2:20][CH2:19][CH2:18][N:5]([C:6](=[O:17])[CH2:7][N:8]1[CH:16]=[C:14]([CH3:15])[C:12](=[O:13])[NH:11][C:9]1=[O:10])[CH2:4][C:3]([OH:29])=[O:2])([O:24][C:25]([CH3:28])([CH3:27])[CH3:26])=[O:23], predict the reactants needed to synthesize it. The reactants are: C[O:2][C:3](=[O:29])[CH2:4][N:5]([CH2:18][CH2:19][CH2:20][NH:21][C:22]([O:24][C:25]([CH3:28])([CH3:27])[CH3:26])=[O:23])[C:6](=[O:17])[CH2:7][N:8]1[CH:16]=[C:14]([CH3:15])[C:12](=[O:13])[NH:11][C:9]1=[O:10].[OH-].[Na+]. (4) Given the product [F:1][C:2]1[CH:7]=[CH:6][CH:5]=[CH:4][C:3]=1[C:8]1[N:9]=[C:10]([N:13]2[CH2:14][CH2:15][N:16]([C:27]([O:29][CH2:30][CH:31]([CH3:33])[CH3:32])=[O:28])[CH2:17][CH2:18]2)[S:11][CH:12]=1, predict the reactants needed to synthesize it. The reactants are: [F:1][C:2]1[CH:7]=[CH:6][CH:5]=[CH:4][C:3]=1[C:8]1[N:9]=[C:10]([N:13]2[CH2:18][CH2:17][NH:16][CH2:15][CH2:14]2)[S:11][CH:12]=1.C(N(CC)CC)C.Cl[C:27]([O:29][CH2:30][CH:31]([CH3:33])[CH3:32])=[O:28]. (5) Given the product [ClH:17].[Cl:17][C:14]1[N:13]=[CH:12][C:11]([N:7]2[C:6]([C:4]([OH:5])=[O:3])=[CH:10][CH:9]=[N:8]2)=[CH:16][CH:15]=1, predict the reactants needed to synthesize it. The reactants are: C([O:3][C:4]([C:6]1[N:7]([C:11]2[CH:12]=[N:13][C:14]([Cl:17])=[CH:15][CH:16]=2)[N:8]=[CH:9][CH:10]=1)=[O:5])C.[Li+].[OH-]. (6) Given the product [CH2:1]([O:3][C:4]1[CH:9]=[CH:8][C:7]([C:10]2[N:15]=[C:14]([C:16]#[N:17])[C:13]3[N:18]=[C:19]([CH2:21][CH2:22][CH2:23][N:24]4[CH2:25][CH2:26][O:27][CH2:28][CH2:29]4)[NH:20][C:12]=3[CH:11]=2)=[CH:6][C:5]=1[C:30]([F:33])([F:31])[F:32])[CH3:2], predict the reactants needed to synthesize it. The reactants are: [CH2:1]([O:3][C:4]1[CH:9]=[CH:8][C:7]([C:10]2[N:15]=[C:14]([C:16]#[N:17])[C:13]3[N:18]=[C:19]([CH:21]=[CH:22][CH2:23][N:24]4[CH2:29][CH2:28][O:27][CH2:26][CH2:25]4)[NH:20][C:12]=3[CH:11]=2)=[CH:6][C:5]=1[C:30]([F:33])([F:32])[F:31])[CH3:2]. (7) Given the product [F:1][C:2]1[CH:7]=[C:6]([F:8])[CH:5]=[CH:4][C:3]=1[N:9]1[C:13]([C:14]2[S:23][C:22]3[C:21]4[CH:24]=[C:25]([C:28]([NH:67][CH2:66][CH2:64][OH:65])=[O:30])[CH:26]=[CH:27][C:20]=4[O:19][CH2:18][CH2:17][C:16]=3[CH:15]=2)=[N:12][CH:11]=[N:10]1, predict the reactants needed to synthesize it. The reactants are: [F:1][C:2]1[CH:7]=[C:6]([F:8])[CH:5]=[CH:4][C:3]=1[N:9]1[C:13]([C:14]2[S:23][C:22]3[C:21]4[CH:24]=[C:25]([C:28]([OH:30])=O)[CH:26]=[CH:27][C:20]=4[O:19][CH2:18][CH2:17][C:16]=3[CH:15]=2)=[N:12][CH:11]=[N:10]1.CN(C(ON1N=NC2C=CC=NC1=2)=[N+](C)C)C.F[P-](F)(F)(F)(F)F.C(N(C(C)C)CC)(C)C.[CH2:64]([CH2:66][NH2:67])[OH:65].